This data is from Catalyst prediction with 721,799 reactions and 888 catalyst types from USPTO. The task is: Predict which catalyst facilitates the given reaction. (1) Product: [CH3:3][O:4][C:5]([N:7]1[CH2:8][CH:9]=[CH:10][C@H:11]2[S:15][C:14]([NH2:16])=[N:13][C@@H:12]12)=[O:6]. The catalyst class is: 726. Reactant: BrBr.[CH3:3][O:4][C:5]([N:7]1[CH:12]=[CH:11][CH:10]=[CH:9][CH2:8]1)=[O:6].[NH2:13][C:14]([NH2:16])=[S:15].[Na+].[Cl-]. (2) Reactant: Br[C:2]1[C:3]([C:15]([O:17][CH2:18][CH3:19])=[O:16])=[C:4]([C:7](=[O:14])[C:8]2[CH:13]=[CH:12][N:11]=[CH:10][CH:9]=2)[S:5][CH:6]=1.[N:20]1[CH:25]=[CH:24][C:23](B(O)O)=[CH:22][CH:21]=1.C([O-])([O-])=O.[Na+].[Na+]. Product: [N:11]1[CH:12]=[CH:13][C:8]([C:7]([C:4]2[S:5][CH:6]=[C:2]([C:23]3[CH:24]=[CH:25][N:20]=[CH:21][CH:22]=3)[C:3]=2[C:15]([O:17][CH2:18][CH3:19])=[O:16])=[O:14])=[CH:9][CH:10]=1. The catalyst class is: 117. (3) Reactant: [Cl:1][C:2]1[CH:3]=[C:4]([CH:9]2[O:15][CH2:14][CH2:13][N:12](C(OC(C)(C)C)=O)[CH2:11][CH:10]2[CH2:23][NH:24][S:25]([CH3:28])(=[O:27])=[O:26])[CH:5]=[CH:6][C:7]=1[Cl:8].C(OCC)(=O)C.Cl. Product: [ClH:1].[Cl:1][C:2]1[CH:3]=[C:4]([CH:9]2[O:15][CH2:14][CH2:13][NH:12][CH2:11][CH:10]2[CH2:23][NH:24][S:25]([CH3:28])(=[O:26])=[O:27])[CH:5]=[CH:6][C:7]=1[Cl:8]. The catalyst class is: 13. (4) Reactant: C1(C(C2C=CC=CC=2)[N:8]2[CH2:11][CH:10]([O:12][C:13]3[C:18]4[CH:19]=[C:20]([CH3:22])[O:21][C:17]=4[CH:16]=[C:15]([C:23]([O:25][CH2:26][CH3:27])=[O:24])[CH:14]=3)[CH2:9]2)C=CC=CC=1. Product: [NH:8]1[CH2:11][CH:10]([O:12][C:13]2[C:18]3[CH:19]=[C:20]([CH3:22])[O:21][C:17]=3[CH:16]=[C:15]([C:23]([O:25][CH2:26][CH3:27])=[O:24])[CH:14]=2)[CH2:9]1. The catalyst class is: 582. (5) Reactant: [OH:1][C@H:2]1[CH2:6][NH:5][C@H:4]([C:7](O)=O)[CH2:3]1.[CH:10]1[C:19]2[C:14](=[CH:15][CH:16]=[CH:17][CH:18]=2)[CH:13]=[CH:12][C:11]=1[S:20](Cl)(=[O:22])=[O:21].[C:24]([O-:27])([O-])=[O:25].[Na+].[Na+]. Product: [CH2:15]([O:1][C@H:2]1[CH2:6][N:5]([S:20]([C:11]2[CH:12]=[CH:13][C:14]3[C:19](=[CH:18][CH:17]=[CH:16][CH:15]=3)[CH:10]=2)(=[O:22])=[O:21])[C@H:4]([CH2:7][C:24]([OH:27])=[O:25])[CH2:3]1)[C:14]1[CH:19]=[CH:10][CH:11]=[CH:12][CH:13]=1. The catalyst class is: 6. (6) Reactant: [OH:1][C:2]1([CH2:14][N:15]2[C:20](=[O:21])[C:19]3[CH:22]=[N:23][N:24]([C:25]4[CH:30]=[CH:29][CH:28]=[C:27]([O:31]C)[CH:26]=4)[C:18]=3[N:17]=[CH:16]2)[CH2:7][CH2:6][N:5]([C:8]([C:10]2([CH3:13])[CH2:12][CH2:11]2)=[O:9])[CH2:4][CH2:3]1.B(Br)(Br)Br. Product: [OH:1][C:2]1([CH2:14][N:15]2[C:20](=[O:21])[C:19]3[CH:22]=[N:23][N:24]([C:25]4[CH:30]=[CH:29][CH:28]=[C:27]([OH:31])[CH:26]=4)[C:18]=3[N:17]=[CH:16]2)[CH2:3][CH2:4][N:5]([C:8]([C:10]2([CH3:13])[CH2:11][CH2:12]2)=[O:9])[CH2:6][CH2:7]1. The catalyst class is: 4. (7) Reactant: [C:1]([O:5][C@@H:6]([C:12]1[C:38]([CH3:39])=[CH:37][C:15]2[N:16]=[C:17]([C:19]3[CH:24]=[CH:23][N:22]=[C:21]([C:25]4[CH:36]=[CH:35][C:28]5[N:29]([CH3:34])[C:30](=[O:33])[N:31]([CH3:32])[C:27]=5[CH:26]=4)[CH:20]=3)[S:18][C:14]=2[C:13]=1OS(C(F)(F)F)(=O)=O)[C:7]([O:9][CH2:10][CH3:11])=[O:8])([CH3:4])([CH3:3])[CH3:2].[Cl:48][C:49]1[CH:54]=[CH:53][C:52](B(O)O)=[CH:51][CH:50]=1.C([O-])([O-])=O.[K+].[K+]. Product: [C:1]([O:5][C@@H:6]([C:12]1[C:38]([CH3:39])=[CH:37][C:15]2[N:16]=[C:17]([C:19]3[CH:24]=[CH:23][N:22]=[C:21]([C:25]4[CH:36]=[CH:35][C:28]5[N:29]([CH3:34])[C:30](=[O:33])[N:31]([CH3:32])[C:27]=5[CH:26]=4)[CH:20]=3)[S:18][C:14]=2[C:13]=1[C:52]1[CH:53]=[CH:54][C:49]([Cl:48])=[CH:50][CH:51]=1)[C:7]([O:9][CH2:10][CH3:11])=[O:8])([CH3:3])([CH3:2])[CH3:4]. The catalyst class is: 104. (8) Reactant: [CH2:1]([N:15]1[CH:19]=[CH:18][N:17]=[CH:16]1)[CH2:2][CH2:3][CH2:4][CH2:5][CH2:6][CH2:7][CH2:8][CH2:9][CH2:10][CH2:11][CH2:12][CH2:13][CH3:14].[Br:20][CH2:21][C:22]1[CH:27]=[CH:26][C:25]([C:28]2[O:29][C:30]([C:33]3[CH:38]=[CH:37][CH:36]=[CH:35][CH:34]=3)=[CH:31][N:32]=2)=[CH:24][CH:23]=1. Product: [Br-:20].[C:33]1([C:30]2[O:29][C:28]([C:25]3[CH:24]=[CH:23][C:22]([CH2:21][N:17]4[CH:18]=[CH:19][N+:15]([CH2:1][CH2:2][CH2:3][CH2:4][CH2:5][CH2:6][CH2:7][CH2:8][CH2:9][CH2:10][CH2:11][CH2:12][CH2:13][CH3:14])=[CH:16]4)=[CH:27][CH:26]=3)=[N:32][CH:31]=2)[CH:38]=[CH:37][CH:36]=[CH:35][CH:34]=1. The catalyst class is: 1. (9) Reactant: [O:1]=[C:2]1[N:10]([CH2:11][CH2:12][CH3:13])[C:9]2[N:8]=[C:7]([C:14]3[CH2:20][CH:19]4[CH:21](C(O)=O)[CH:16]([CH2:17][CH2:18]4)[CH:15]=3)[NH:6][C:5]=2[C:4](=[O:25])[N:3]1[CH2:26][CH2:27][CH3:28].C([O-])(O)=[O:30].[Na+]. Product: [O:30]=[C:21]1[CH:16]2[CH2:17][CH2:18][CH:19]1[CH2:20][CH:14]([C:7]1[NH:6][C:5]3[C:4](=[O:25])[N:3]([CH2:26][CH2:27][CH3:28])[C:2](=[O:1])[N:10]([CH2:11][CH2:12][CH3:13])[C:9]=3[N:8]=1)[CH2:15]2. The catalyst class is: 1. (10) Reactant: [OH:1][CH:2]1[CH:8]([NH:9][C:10](=[O:38])[C@H:11]([CH2:34][CH:35]([CH3:37])[CH3:36])[NH:12][C@@H:13]([C:18]2[CH:23]=[CH:22][C:21]([C:24]3[CH:29]=[CH:28][C:27]([S:30]([CH3:33])(=[O:32])=[O:31])=[CH:26][CH:25]=3)=[CH:20][CH:19]=2)[C:14]([F:17])([F:16])[F:15])[CH2:7][CH2:6][CH2:5][NH:4][CH2:3]1.C(N(CC)CC)C.[N:46]1[CH:51]=[CH:50][CH:49]=[CH:48][C:47]=1[S:52](Cl)(=[O:54])=[O:53]. Product: [OH:1][CH:2]1[CH:8]([NH:9][C:10](=[O:38])[C@H:11]([CH2:34][CH:35]([CH3:36])[CH3:37])[NH:12][C@@H:13]([C:18]2[CH:23]=[CH:22][C:21]([C:24]3[CH:29]=[CH:28][C:27]([S:30]([CH3:33])(=[O:31])=[O:32])=[CH:26][CH:25]=3)=[CH:20][CH:19]=2)[C:14]([F:15])([F:17])[F:16])[CH2:7][CH2:6][CH2:5][N:4]([S:52]([C:47]2[CH:48]=[CH:49][CH:50]=[CH:51][N:46]=2)(=[O:54])=[O:53])[CH2:3]1. The catalyst class is: 4.